Dataset: Full USPTO retrosynthesis dataset with 1.9M reactions from patents (1976-2016). Task: Predict the reactants needed to synthesize the given product. (1) Given the product [CH3:29][C:26]([CH3:27])([CH3:28])[CH2:25][CH2:24][C:14]1([CH3:23])[C:15]2[C:20](=[CH:19][CH:18]=[CH:17][CH:16]=2)[C:21]([OH:22])=[C:12]([C:7]2[N:8]=[S:9]([CH3:11])(=[O:10])[C:4]3[CH:3]=[C:2]([NH:1][S:40]([CH3:39])(=[O:42])=[O:41])[CH:32]=[CH:31][C:5]=3[N:6]=2)[C:13]1=[O:30], predict the reactants needed to synthesize it. The reactants are: [NH2:1][C:2]1[CH:32]=[CH:31][C:5]2[N:6]=[C:7]([C:12]3[C:13](=[O:30])[C:14]([CH2:24][CH2:25][C:26]([CH3:29])([CH3:28])[CH3:27])([CH3:23])[C:15]4[C:20]([C:21]=3[OH:22])=[CH:19][CH:18]=[CH:17][CH:16]=4)[N:8]=[S:9]([CH3:11])(=[O:10])[C:4]=2[CH:3]=1.N1C=CC=CC=1.[CH3:39][S:40](Cl)(=[O:42])=[O:41].Cl. (2) Given the product [Br:9][C:4]1[C:5]([OH:8])=[N:6][CH:7]=[C:2]([Cl:1])[CH:3]=1, predict the reactants needed to synthesize it. The reactants are: [Cl:1][C:2]1[CH:3]=[CH:4][C:5]([OH:8])=[N:6][CH:7]=1.[Br:9]Br. (3) Given the product [C:11]([O:10][C:8]([N:5]1[CH2:6][CH2:7][C:2](=[N:18][O:16][CH3:17])[CH2:3][CH2:4]1)=[O:9])([CH3:14])([CH3:13])[CH3:12], predict the reactants needed to synthesize it. The reactants are: O=[C:2]1[CH2:7][CH2:6][N:5]([C:8]([O:10][C:11]([CH3:14])([CH3:13])[CH3:12])=[O:9])[CH2:4][CH2:3]1.Cl.[O:16]([NH2:18])[CH3:17].C(=O)(O)[O-].[Na+]. (4) Given the product [CH2:28]([O:30][C:31](=[O:44])[C:32]([O:35][C:36]1[CH:41]=[CH:40][C:39]([NH:42][C:14](=[O:15])[CH:13]([C:12]2[N:8]([C:5]3[CH:4]=[CH:3][C:2]([Cl:1])=[CH:7][CH:6]=3)[N:9]=[C:10]3[CH2:27][CH2:26][CH2:25][CH2:24][CH2:23][C:11]=23)[CH:17]2[CH2:22][CH2:21][CH2:20][CH2:19][CH2:18]2)=[C:38]([F:43])[CH:37]=1)([CH3:34])[CH3:33])[CH3:29], predict the reactants needed to synthesize it. The reactants are: [Cl:1][C:2]1[CH:7]=[CH:6][C:5]([N:8]2[C:12]([CH:13]([CH:17]3[CH2:22][CH2:21][CH2:20][CH2:19][CH2:18]3)[C:14](O)=[O:15])=[C:11]3[CH2:23][CH2:24][CH2:25][CH2:26][CH2:27][C:10]3=[N:9]2)=[CH:4][CH:3]=1.[CH2:28]([O:30][C:31](=[O:44])[C:32]([O:35][C:36]1[CH:41]=[CH:40][C:39]([NH2:42])=[C:38]([F:43])[CH:37]=1)([CH3:34])[CH3:33])[CH3:29]. (5) Given the product [Cl:18][C:19]1[CH:20]=[C:21]([CH:25]=[CH:26][CH:27]=1)[C:22]([NH:1][C:2]1[CH:7]=[CH:6][C:5]([S:8](=[O:10])(=[O:9])[NH:11][C@H:12]2[CH2:16][CH2:15][O:14][C:13]2=[O:17])=[CH:4][CH:3]=1)=[O:23], predict the reactants needed to synthesize it. The reactants are: [NH2:1][C:2]1[CH:7]=[CH:6][C:5]([S:8]([NH:11][C@H:12]2[CH2:16][CH2:15][O:14][C:13]2=[O:17])(=[O:10])=[O:9])=[CH:4][CH:3]=1.[Cl:18][C:19]1[CH:20]=[C:21]([CH:25]=[CH:26][CH:27]=1)[C:22](Cl)=[O:23]. (6) Given the product [C:13]1([C:11]2[CH:12]=[C:8]([CH2:7][C:3]#[N:2])[S:9][CH:10]=2)[CH:14]=[CH:15][CH:16]=[CH:17][CH:18]=1, predict the reactants needed to synthesize it. The reactants are: O[N:2]=[C:3]([CH2:7][C:8]1[S:9][CH:10]=[C:11]([C:13]2[CH:18]=[CH:17][CH:16]=[CH:15][CH:14]=2)[CH:12]=1)C(O)=O.O. (7) Given the product [Cl:42][C:38]1[CH:39]=[C:40]2[C:35](=[CH:36][CH:37]=1)[NH:34][C:33]([C:31]([NH:30][C@@H:22]1[CH2:23][C:24]3[C:29](=[CH:28][CH:27]=[CH:26][CH:25]=3)[C@H:21]1[N:16]1[C:14](=[O:15])[CH2:13][O:19][C:18](=[O:20])[CH2:17]1)=[O:32])=[CH:41]2, predict the reactants needed to synthesize it. The reactants are: C(=O)([O-])[O-].[K+].[K+].CO.C(O[CH2:13][C:14]([N:16]([C@@H:21]1[C:29]2[C:24](=[CH:25][CH:26]=[CH:27][CH:28]=2)[CH2:23][C@H:22]1[NH:30][C:31]([C:33]1[NH:34][C:35]2[C:40]([CH:41]=1)=[CH:39][C:38]([Cl:42])=[CH:37][CH:36]=2)=[O:32])[CH2:17][C:18]([OH:20])=[O:19])=[O:15])(=O)C.